From a dataset of Reaction yield outcomes from USPTO patents with 853,638 reactions. Predict the reaction yield, written as a fraction of the theoretical maximum amount of product (1.0 means a 100% yield; for example, 0.34 means a 34% yield). (1) The reactants are Br[C:2]1[C:10]2[O:9][C:8]([C:11]3[CH:16]=[CH:15][C:14]([O:17][CH3:18])=[CH:13][CH:12]=3)=[N:7][C:6]=2[CH:5]=[C:4]([O:19][CH3:20])[CH:3]=1.[Cu][C:22]#[N:23].C(N(CC(O)=O)CC(O)=O)CN(CC(O)=O)CC(O)=O. The catalyst is CN(C)C=O. The product is [CH3:20][O:19][C:4]1[CH:3]=[C:2]([C:22]#[N:23])[C:10]2[O:9][C:8]([C:11]3[CH:16]=[CH:15][C:14]([O:17][CH3:18])=[CH:13][CH:12]=3)=[N:7][C:6]=2[CH:5]=1. The yield is 0.980. (2) The reactants are N1C2C(=CC=CC=2)C=CC=1.[S].[F:12][C:13]([F:28])([F:27])[C:14]1[CH:15]=[C:16]([CH:20]=[C:21]([C:23]([F:26])([F:25])[F:24])[CH:22]=1)[C:17](Cl)=[O:18].[H][H]. The catalyst is C1(C)C=CC=CC=1.[Pd].O. The product is [F:12][C:13]([F:27])([F:28])[C:14]1[CH:15]=[C:16]([CH:20]=[C:21]([C:23]([F:26])([F:24])[F:25])[CH:22]=1)[CH:17]=[O:18]. The yield is 0.860. (3) The reactants are I[C:2]1[CH:23]=[CH:22][C:5]([C:6]([NH:8][S:9]([C:12]2[CH:17]=[CH:16][CH:15]=[CH:14][C:13]=2[S:18](=[O:21])(=[O:20])[NH2:19])(=[O:11])=[O:10])=[O:7])=[CH:4][CH:3]=1.[C:24]1([C:30]#[CH:31])[CH:29]=[CH:28][CH:27]=[CH:26][CH:25]=1.C(N(CC)CC)C.C(OCC)(=O)C. The catalyst is CN(C)C=O.[Cu]I.C1C=CC([P]([Pd]([P](C2C=CC=CC=2)(C2C=CC=CC=2)C2C=CC=CC=2)([P](C2C=CC=CC=2)(C2C=CC=CC=2)C2C=CC=CC=2)[P](C2C=CC=CC=2)(C2C=CC=CC=2)C2C=CC=CC=2)(C2C=CC=CC=2)C2C=CC=CC=2)=CC=1.O. The product is [C:24]1([C:30]#[C:31][C:2]2[CH:23]=[CH:22][C:5]([C:6]([NH:8][S:9]([C:12]3[CH:17]=[CH:16][CH:15]=[CH:14][C:13]=3[S:18](=[O:21])(=[O:20])[NH2:19])(=[O:11])=[O:10])=[O:7])=[CH:4][CH:3]=2)[CH:29]=[CH:28][CH:27]=[CH:26][CH:25]=1. The yield is 0.310.